From a dataset of Catalyst prediction with 721,799 reactions and 888 catalyst types from USPTO. Predict which catalyst facilitates the given reaction. (1) Reactant: [C:1]([O:5][C:6]([NH:8][CH2:9][C:10]1[N:11]([CH2:32][CH:33]([CH3:35])[CH3:34])[C:12](=[O:31])[C:13]2[C:18]([C:19]=1[C:20]1[CH:25]=[CH:24][CH:23]=[CH:22][CH:21]=1)=[CH:17][C:16](/[CH:26]=[CH:27]/[C:28]([OH:30])=O)=[CH:15][CH:14]=2)=[O:7])([CH3:4])([CH3:3])[CH3:2].Cl.C([N:39]=C=NCCCN(C)C)C.[NH4+].ON1C2C=CC=CC=2N=N1.O. Product: [C:1]([O:5][C:6]([NH:8][CH2:9][C:10]1[N:11]([CH2:32][CH:33]([CH3:35])[CH3:34])[C:12](=[O:31])[C:13]2[C:18]([C:19]=1[C:20]1[CH:25]=[CH:24][CH:23]=[CH:22][CH:21]=1)=[CH:17][C:16](/[CH:26]=[CH:27]/[C:28]([NH2:39])=[O:30])=[CH:15][CH:14]=2)=[O:7])([CH3:2])([CH3:3])[CH3:4]. The catalyst class is: 9. (2) Reactant: [CH2:1]([CH2:6][O:7][CH2:8][CH2:9][NH2:10])[O:2][CH2:3][CH2:4][NH2:5].[OH:11][C:12]([CH2:14][CH2:15][CH2:16][CH2:17][C@H:18]1[C@@H:26]2[C@@H:21]([NH:22][C:23]([NH:25]2)=[O:24])[CH2:20][S:19]1)=O. Product: [NH2:5][CH2:4][CH2:3][O:2][CH2:1][CH2:6][O:7][CH2:8][CH2:9][NH:10][C:12](=[O:11])[CH2:14][CH2:15][CH2:16][CH2:17][C@H:18]1[C@@H:26]2[C@@H:21]([NH:22][C:23]([NH:25]2)=[O:24])[CH2:20][S:19]1. The catalyst class is: 10. (3) Reactant: [OH-:1].[Li+].OO.[O-]O.[Li+].C([C@@H]1COC(=O)N1[C:21](=[O:40])[C@@H:22]([C:29]1[CH:34]=[CH:33][C:32]([S:35]([CH3:38])(=[O:37])=[O:36])=[C:31]([Cl:39])[CH:30]=1)[CH2:23][CH:24]1[CH2:28][CH2:27][CH2:26][CH2:25]1)C1C=CC=CC=1. Product: [Cl:39][C:31]1[CH:30]=[C:29]([C@@H:22]([CH2:23][CH:24]2[CH2:25][CH2:26][CH2:27][CH2:28]2)[C:21]([OH:40])=[O:1])[CH:34]=[CH:33][C:32]=1[S:35]([CH3:38])(=[O:36])=[O:37]. The catalyst class is: 132.